Dataset: Reaction yield outcomes from USPTO patents with 853,638 reactions. Task: Predict the reaction yield, written as a fraction of the theoretical maximum amount of product (1.0 means a 100% yield; for example, 0.34 means a 34% yield). (1) The reactants are C([Si]([S:11][C:12]1[CH:13]=[C:14]2[C:18](=[CH:19][CH:20]=1)[N:17]([CH3:21])[N:16]=[CH:15]2)(C(C)C)C(C)C)(C)C.C(=O)([O-])[O-].[K+].[K+].[F-].[Cs+].F[C:31]1[CH:38]=[CH:37][C:36]([F:39])=[CH:35][C:32]=1[C:33]#[N:34]. The catalyst is CN(C=O)C. The product is [CH3:21][N:17]1[C:18]2[C:14](=[CH:13][C:12]([S:11][C:31]3[CH:38]=[CH:37][C:36]([F:39])=[CH:35][C:32]=3[C:33]#[N:34])=[CH:20][CH:19]=2)[CH:15]=[N:16]1. The yield is 0.750. (2) The reactants are [C:1]([CH2:4][C:5]1[C:6]([F:16])=[C:7]([O:14][CH3:15])[CH:8]=[CH:9][C:10]=1[N+:11]([O-])=O)(=O)[CH3:2].C([O-])(=O)C.[NH4+]. The catalyst is CC(C)=O.[Cl-].[Cl-].[Cl-].[Ti+3]. The product is [F:16][C:6]1[C:7]([O:14][CH3:15])=[CH:8][CH:9]=[C:10]2[C:5]=1[CH:4]=[C:1]([CH3:2])[NH:11]2. The yield is 0.900.